From a dataset of Reaction yield outcomes from USPTO patents with 853,638 reactions. Predict the reaction yield, written as a fraction of the theoretical maximum amount of product (1.0 means a 100% yield; for example, 0.34 means a 34% yield). (1) The reactants are [CH3:1][N:2]1[C:6]2[CH:7]=[C:8](B3OC(C)(C)C(C)(C)O3)[CH:9]=[CH:10][C:5]=2[O:4][C:3]1=[O:20].Br[C:22]1[CH:23]=[N:24][CH:25]=[C:26]([F:30])[C:27]=1[CH:28]=[O:29].C([O-])([O-])=O.[Na+].[Na+]. The catalyst is CN(C=O)C.Cl[Pd](Cl)([P](C1C=CC=CC=1)(C1C=CC=CC=1)C1C=CC=CC=1)[P](C1C=CC=CC=1)(C1C=CC=CC=1)C1C=CC=CC=1. The product is [F:30][C:26]1[CH:25]=[N:24][CH:23]=[C:22]([C:8]2[CH:9]=[CH:10][C:5]3[O:4][C:3](=[O:20])[N:2]([CH3:1])[C:6]=3[CH:7]=2)[C:27]=1[CH:28]=[O:29]. The yield is 0.350. (2) The reactants are [NH2:1][C:2]1[C:3]([CH3:13])=[C:4]([CH:9]=[C:10]([Br:12])[CH:11]=1)[C:5]([O:7][CH3:8])=[O:6].[C:14]([O-:17])(=O)[CH3:15].[K+].C(OC(=O)C)(=O)C.[N:26](OC(C)(C)C)=O.C1OCCOCCOCCOCCOCCOC1. The catalyst is C(Cl)(Cl)Cl. The product is [C:14]([N:1]1[C:2]2[CH:11]=[C:10]([Br:12])[CH:9]=[C:4]([C:5]([O:7][CH3:8])=[O:6])[C:3]=2[CH:13]=[N:26]1)(=[O:17])[CH3:15]. The yield is 0.983. (3) The reactants are C[Si]([N-][Si](C)(C)C)(C)C.[Na+].[NH2:11][C:12]1[N:16](C(OC(C)(C)C)=O)[N:15]=[C:14]([O:24][CH2:25][C:26]2[CH:31]=[C:30]([O:32][CH3:33])[CH:29]=[C:28]([O:34][CH3:35])[CH:27]=2)[CH:13]=1.[CH3:36][N:37]1[CH2:42][CH2:41][N:40]([C:43]2[N:44]=[CH:45][C:46]([C:49](OC)=[O:50])=[N:47][CH:48]=2)[CH2:39][CH2:38]1.[NH4+].[Cl-]. The catalyst is C1COCC1.O. The product is [CH3:33][O:32][C:30]1[CH:31]=[C:26]([CH2:25][O:24][C:14]2[CH:13]=[C:12]([NH:11][C:49]([C:46]3[CH:45]=[N:44][C:43]([N:40]4[CH2:41][CH2:42][N:37]([CH3:36])[CH2:38][CH2:39]4)=[CH:48][N:47]=3)=[O:50])[NH:16][N:15]=2)[CH:27]=[C:28]([O:34][CH3:35])[CH:29]=1. The yield is 0.450. (4) The reactants are [NH2:1][C:2]1[CH:3]=[C:4]([NH:8][C:9]2[CH:14]=[C:13]([CH3:15])[N:12]=[C:11]([NH2:16])[N:10]=2)[CH:5]=[CH:6][CH:7]=1.N1C=CC=CC=1.[N+:23]([C:26]1[CH:34]=[CH:33][C:29]([C:30](Cl)=[O:31])=[CH:28][CH:27]=1)([O-:25])=[O:24].N. The catalyst is O1CCOCC1.O. The product is [NH2:16][C:11]1[N:10]=[C:9]([NH:8][C:4]2[CH:3]=[C:2]([NH:1][C:30](=[O:31])[C:29]3[CH:28]=[CH:27][C:26]([N+:23]([O-:25])=[O:24])=[CH:34][CH:33]=3)[CH:7]=[CH:6][CH:5]=2)[CH:14]=[C:13]([CH3:15])[N:12]=1. The yield is 0.940. (5) The reactants are [CH2:1]([O:19][C@H:20]1[C@H:24]([O:25][CH2:26][CH2:27][CH2:28][CH2:29][CH2:30][CH2:31][CH2:32][CH2:33]/[CH:34]=[CH:35]\[CH2:36]/[CH:37]=[CH:38]\[CH2:39][CH2:40][CH2:41][CH2:42][CH3:43])[CH2:23][N:22]([CH2:44][CH2:45][C:46]([OH:48])=O)[CH2:21]1)[CH2:2][CH2:3][CH2:4][CH2:5][CH2:6][CH2:7][CH2:8]/[CH:9]=[CH:10]\[CH2:11]/[CH:12]=[CH:13]\[CH2:14][CH2:15][CH2:16][CH2:17][CH3:18].F[P-](F)(F)(F)(F)F.[N:56]1(OC(N(C)C)=[N+](C)C)C2N=CC=CC=2N=N1.C(N(C(C)C)CC)(C)C.CO.N. The catalyst is C(Cl)(Cl)Cl. The product is [CH2:1]([O:19][C@H:20]1[C@H:24]([O:25][CH2:26][CH2:27][CH2:28][CH2:29][CH2:30][CH2:31][CH2:32][CH2:33]/[CH:34]=[CH:35]\[CH2:36]/[CH:37]=[CH:38]\[CH2:39][CH2:40][CH2:41][CH2:42][CH3:43])[CH2:23][N:22]([CH2:44][CH2:45][C:46]([NH2:56])=[O:48])[CH2:21]1)[CH2:2][CH2:3][CH2:4][CH2:5][CH2:6][CH2:7][CH2:8]/[CH:9]=[CH:10]\[CH2:11]/[CH:12]=[CH:13]\[CH2:14][CH2:15][CH2:16][CH2:17][CH3:18]. The yield is 0.721. (6) The reactants are [C:1]([O-:4])([O-])=O.[K+].[K+].O1CCOCCOCCOCCOCCOCC1.[F:25][C:26]1[CH:31]=[C:30]([N+:32]([O-:34])=[O:33])[C:29]([F:35])=[CH:28][C:27]=1O.CI. The catalyst is CC(=O)CC. The product is [F:25][C:26]1[CH:31]=[C:30]([N+:32]([O-:34])=[O:33])[C:29]([F:35])=[CH:28][C:27]=1[O:4][CH3:1]. The yield is 0.920. (7) The catalyst is CCO.[Pd]. The yield is 0.950. The reactants are [CH:1]1([C:7]2[NH:8][S:9](=[O:28])(=[O:27])[C:10]3[CH:16]=[C:15]([S:17](=[O:24])(=[O:23])[N:18]([CH2:21][CH3:22])[CH2:19][CH3:20])[CH:14]=[C:13]([CH:25]=O)[C:11]=3[N:12]=2)[CH2:6][CH2:5][CH2:4][CH2:3][CH2:2]1.Cl. The product is [CH:1]1([C:7]2[NH:8][S:9](=[O:27])(=[O:28])[C:10]3[CH:16]=[C:15]([S:17](=[O:24])(=[O:23])[N:18]([CH2:21][CH3:22])[CH2:19][CH3:20])[CH:14]=[C:13]([CH3:25])[C:11]=3[N:12]=2)[CH2:2][CH2:3][CH2:4][CH2:5][CH2:6]1. (8) The reactants are O[CH2:2][C:3]1[CH:12]=[N:11][C:10]2[N:9]3[CH2:13][CH2:14][CH2:15][CH2:16][C@H:8]3[C:7](=[O:17])[NH:6][C:5]=2[CH:4]=1.Cl.Cl.[CH:20]1([NH:23][C:24](=[O:38])[C:25]2[CH:30]=[CH:29][C:28]([N:31]3[CH2:36][CH2:35][NH:34][CH2:33][CH2:32]3)=[C:27]([CH3:37])[CH:26]=2)[CH2:22][CH2:21]1.[I-].C(C[P+](C)(C)C)#N.C(N(CC)C(C)C)(C)C. The catalyst is C(#N)CC. The product is [CH:20]1([NH:23][C:24](=[O:38])[C:25]2[CH:30]=[CH:29][C:28]([N:31]3[CH2:32][CH2:33][N:34]([CH2:2][C:3]4[CH:12]=[N:11][C:10]5[N:9]6[CH2:13][CH2:14][CH2:15][CH2:16][C@H:8]6[C:7](=[O:17])[NH:6][C:5]=5[CH:4]=4)[CH2:35][CH2:36]3)=[C:27]([CH3:37])[CH:26]=2)[CH2:22][CH2:21]1. The yield is 0.249. (9) The reactants are [C:1]([O:5][C:6]([NH:8][C@@:9]1([CH3:34])[CH2:13][CH2:12][C@@H:11]([NH:14][C:15]2[C:16]3[N:17]([CH:24]=[C:25]([C:27]([O:29]CC)=[O:28])[CH:26]=3)[N:18]=[CH:19][C:20]=2[C:21](=[O:23])[NH2:22])[C:10]1([CH3:33])[CH3:32])=[O:7])([CH3:4])([CH3:3])[CH3:2].[OH-].[Na+]. The catalyst is C1COCC1.CO. The product is [C:1]([O:5][C:6]([NH:8][C@@:9]1([CH3:34])[CH2:13][CH2:12][C@@H:11]([NH:14][C:15]2[C:16]3[N:17]([CH:24]=[C:25]([C:27]([OH:29])=[O:28])[CH:26]=3)[N:18]=[CH:19][C:20]=2[C:21](=[O:23])[NH2:22])[C:10]1([CH3:33])[CH3:32])=[O:7])([CH3:4])([CH3:2])[CH3:3]. The yield is 0.760. (10) The reactants are [CH2:1]([N:8]1[CH2:13][CH:12]([CH2:14][O:15][Si](C(C)(C)C)(C)C)[CH2:11][CH:10]([CH:23]=O)[CH2:9]1)[C:2]1[CH:7]=[CH:6][CH:5]=[CH:4][CH:3]=1.[NH2:25][OH:26].Cl.CC([O-])=O.[Na+].O. The catalyst is CCO. The product is [CH2:1]([N:8]1[CH2:13][CH:12]([CH2:14][OH:15])[CH2:11][CH:10](/[CH:23]=[N:25]\[OH:26])[CH2:9]1)[C:2]1[CH:7]=[CH:6][CH:5]=[CH:4][CH:3]=1. The yield is 0.940.